Predict which catalyst facilitates the given reaction. From a dataset of Catalyst prediction with 721,799 reactions and 888 catalyst types from USPTO. (1) Reactant: Cl[C:2]([O:4][CH2:5][Cl:6])=[O:3].[CH2:7]([O:14][C:15](=[O:19])[CH:16]([CH3:18])[OH:17])[C:8]1[CH:13]=[CH:12][CH:11]=[CH:10][CH:9]=1.CCN(CC)CC. Product: [CH2:7]([O:14][C:15](=[O:19])[C@@H:16]([O:17][C:2]([O:4][CH2:5][Cl:6])=[O:3])[CH3:18])[C:8]1[CH:13]=[CH:12][CH:11]=[CH:10][CH:9]=1. The catalyst class is: 2. (2) Reactant: C1(P(=O)(C2C=CC=CC=2)C2C=CC=CC=2)C=CC=CC=1.FC(F)(F)S(OS(C(F)(F)F)(=O)=O)(=O)=O.[CH3:36][C:37]1[C:45]2[C:40](=[C:41]([NH:46][S:47]([C:50]3[S:51][CH:52]=[CH:53][CH:54]=3)(=[O:49])=[O:48])[CH:42]=[CH:43][CH:44]=2)[NH:39][C:38]=1[C:55]([NH:57][CH2:58][CH2:59][S:60]C(C1C=CC=CC=1)(C1C=CC=CC=1)C1C=CC=CC=1)=O. Product: [S:60]1[CH2:59][CH2:58][N:57]=[C:55]1[C:38]1[NH:39][C:40]2[C:45]([C:37]=1[CH3:36])=[CH:44][CH:43]=[CH:42][C:41]=2[NH:46][S:47]([C:50]1[S:51][CH:52]=[CH:53][CH:54]=1)(=[O:49])=[O:48]. The catalyst class is: 4. (3) Reactant: [Br:1][C:2]1[CH:7]=[CH:6][C:5]([C:8]([NH:10][C:11]2[N:15]([CH3:16])[N:14]=[CH:13][C:12]=2[C:17]([OH:19])=O)=[O:9])=[CH:4][CH:3]=1.[Cl-].ClC1N(C)CC[NH+]1C.CCN([CH:35]([CH3:37])[CH3:36])C(C)C.[NH2:38][CH2:39][C@@H:40]1[CH2:44][CH2:43][N:42]([C:45]([O:47]C(C)(C)C)=O)[CH2:41]1.Cl.C1(C(Cl)=O)CC1. Product: [Br:1][C:2]1[CH:3]=[CH:4][C:5]([C:8]([NH:10][C:11]2[N:15]([CH3:16])[N:14]=[CH:13][C:12]=2[C:17]([NH:38][CH2:39][C@@H:40]2[CH2:44][CH2:43][N:42]([C:45]([CH:35]3[CH2:37][CH2:36]3)=[O:47])[CH2:41]2)=[O:19])=[O:9])=[CH:6][CH:7]=1. The catalyst class is: 3. (4) Reactant: [C:1]1([CH3:9])[CH:6]=[CH:5][C:4]([NH:7][NH2:8])=[CH:3][CH:2]=1.[CH2:10]([O:12][C:13](=[O:21])[CH:14]([C:18](=O)[CH3:19])[C:15](=O)[CH3:16])[CH3:11].N1C=CC=CC=1. Product: [CH2:10]([O:12][C:13]([C:14]1[C:15]([CH3:16])=[N:8][N:7]([C:4]2[CH:5]=[CH:6][C:1]([CH3:9])=[CH:2][CH:3]=2)[C:18]=1[CH3:19])=[O:21])[CH3:11]. The catalyst class is: 8. (5) Reactant: [Br:1][C:2]1[CH:7]=[CH:6][C:5]([N:8]2[CH:12]=[CH:11][N:10]=[CH:9]2)=[CH:4][CH:3]=1.Br[CH2:14][CH2:15][CH3:16]. Product: [Br-:1].[Br:1][C:2]1[CH:3]=[CH:4][C:5]([N+:8]2[CH:12]=[CH:11][N:10]([CH2:14][CH2:15][CH3:16])[CH:9]=2)=[CH:6][CH:7]=1. The catalyst class is: 1. (6) Reactant: I([O-])(=O)(=O)=O.[Na+].[C:7]([O:11][C:12]([N:14]1[CH2:18][CH:17]([OH:19])[CH:16]([OH:20])[CH2:15]1)=[O:13])([CH3:10])([CH3:9])[CH3:8]. Product: [C:7]([O:11][C:12](=[O:13])[N:14]([CH2:18][CH:17]=[O:19])[CH2:15][CH:16]=[O:20])([CH3:10])([CH3:8])[CH3:9]. The catalyst class is: 90. (7) Reactant: [C:1]([O:5][C:6]([NH:8][CH2:9][C@H:10]1[CH2:15][CH2:14][C@H:13]([C:16]([NH:18][C@H:19]([C:37]([NH:39][C:40]2[CH:45]=[CH:44][C:43]([C:46]3[N:50]=[C:49]([C:51]([F:59])([F:58])[C:52]([C:55]([OH:57])=[O:56])([F:54])[F:53])[NH:48][N:47]=3)=[CH:42][CH:41]=2)=[O:38])[CH2:20][C:21]2[CH:26]=[CH:25][C:24]([C:27]3[CH:32]=[CH:31][C:30]([C:33](O)=[O:34])=[C:29]([F:36])[CH:28]=3)=[CH:23][CH:22]=2)=[O:17])[CH2:12][CH2:11]1)=[O:7])([CH3:4])([CH3:3])[CH3:2].[NH2:60][C@H:61]1[CH2:66][CH2:65][C@H:64]([OH:67])[CH2:63][CH2:62]1.C(N(CC)C(C)C)(C)C.F[P-](F)(F)(F)(F)F.CN(C(ON1C2=NC=CC=C2N=N1)=[N+](C)C)C. Product: [C:1]([O:5][C:6]([NH:8][CH2:9][C@H:10]1[CH2:11][CH2:12][C@H:13]([C:16]([NH:18][C@@H:19]([CH2:20][C:21]2[CH:22]=[CH:23][C:24]([C:27]3[CH:32]=[CH:31][C:30]([C:33](=[O:34])[NH:60][C@H:61]4[CH2:66][CH2:65][C@H:64]([OH:67])[CH2:63][CH2:62]4)=[C:29]([F:36])[CH:28]=3)=[CH:25][CH:26]=2)[C:37]([NH:39][C:40]2[CH:41]=[CH:42][C:43]([C:46]3[N:50]=[C:49]([C:51]([F:58])([F:59])[C:52]([F:54])([F:53])[C:55]([OH:57])=[O:56])[NH:48][N:47]=3)=[CH:44][CH:45]=2)=[O:38])=[O:17])[CH2:14][CH2:15]1)=[O:7])([CH3:4])([CH3:2])[CH3:3]. The catalyst class is: 9. (8) Reactant: [Mg].II.Br[C:5]1[CH:10]=[CH:9][CH:8]=[CH:7][CH:6]=1.[CH3:11][CH:12]([CH2:30][CH2:31][CH2:32][CH:33]([CH3:40])[CH2:34][CH2:35][CH2:36][CH:37]([CH3:39])[CH3:38])[CH2:13][CH2:14][O:15][C:16]1[CH:28]=[CH:27][C:26]2[C:25]3[C:20](=[CH:21][CH:22]=[CH:23][CH:24]=3)[C:19](=[O:29])[C:18]=2[CH:17]=1. Product: [CH3:11][CH:12]([CH2:30][CH2:31][CH2:32][CH:33]([CH3:40])[CH2:34][CH2:35][CH2:36][CH:37]([CH3:39])[CH3:38])[CH2:13][CH2:14][O:15][C:16]1[CH:28]=[CH:27][C:26]2[C:25]3[C:20](=[CH:21][CH:22]=[CH:23][CH:24]=3)[C:19]([C:5]3[CH:10]=[CH:9][CH:8]=[CH:7][CH:6]=3)([OH:29])[C:18]=2[CH:17]=1. The catalyst class is: 1.